Dataset: Forward reaction prediction with 1.9M reactions from USPTO patents (1976-2016). Task: Predict the product of the given reaction. (1) Given the reactants [BH4-].[Na+].[CH2:3]([C:5]1([Li])[CH:9]=[CH:8][CH:7]=[CH:6]1)[CH3:4].[CH2:11]([C:13]1[CH2:17][CH:16]=[CH:15][CH:14]=1)[CH3:12].C([Li])CCC.[Cl-].[Cl-].[Cl-].[Cl-].[Cl-].[Ta+5:28], predict the reaction product. The product is: [CH2:3]([C:5]1([TaH3:28][C:13]2([CH2:11][CH3:12])[CH:17]=[CH:16][CH:15]=[CH:14]2)[CH:9]=[CH:8][CH:7]=[CH:6]1)[CH3:4]. (2) Given the reactants [C:1]([O:5][C:6](=[O:16])[NH:7][C:8]1[CH:13]=[CH:12][CH:11]=[C:10]([CH2:14]O)[CH:9]=1)([CH3:4])([CH3:3])[CH3:2].C1(P(C2C=CC=CC=2)C2C=CC=CC=2)C=CC=CC=1.C(Br)(Br)(Br)[Br:37], predict the reaction product. The product is: [C:1]([O:5][C:6](=[O:16])[NH:7][C:8]1[CH:13]=[CH:12][CH:11]=[C:10]([CH2:14][Br:37])[CH:9]=1)([CH3:4])([CH3:3])[CH3:2]. (3) Given the reactants Br[C:2]1[CH:7]=[CH:6][C:5]([N:8]2[CH2:14][C:10]3([CH2:13][O:12][CH2:11]3)[CH2:9]2)=[CH:4][CH:3]=1.[B:15]1([B:15]2[O:19][C:18]([CH3:21])([CH3:20])[C:17]([CH3:23])([CH3:22])[O:16]2)[O:19][C:18]([CH3:21])([CH3:20])[C:17]([CH3:23])([CH3:22])[O:16]1.C([O-])(=O)C.[K+].O, predict the reaction product. The product is: [CH3:22][C:17]1([CH3:23])[C:18]([CH3:21])([CH3:20])[O:19][B:15]([C:2]2[CH:7]=[CH:6][C:5]([N:8]3[CH2:14][C:10]4([CH2:13][O:12][CH2:11]4)[CH2:9]3)=[CH:4][CH:3]=2)[O:16]1. (4) The product is: [OH:11][B:9]1[C:8]2[CH:12]=[C:13]([O:17][CH3:18])[CH:14]=[C:15]([CH3:16])[C:7]=2[CH:6]([CH2:5][CH2:4][C:3]([OH:19])=[O:2])[O:10]1. Given the reactants C[O:2][C:3](=[O:19])[CH2:4][CH2:5][CH:6]1[O:10][B:9]([OH:11])[C:8]2[CH:12]=[C:13]([O:17][CH3:18])[CH:14]=[C:15]([CH3:16])[C:7]1=2.[Li+].[OH-].Cl, predict the reaction product. (5) Given the reactants [OH:1][C:2]([CH3:22])([CH3:21])[CH:3]([C:8]1[CH:13]=[CH:12][C:11]([CH2:14][N:15]2[CH2:20][CH2:19][O:18][CH2:17][CH2:16]2)=[CH:10][CH:9]=1)[S:4]([NH2:7])(=[O:6])=[O:5].[C:23](OC)(OC)(OC)[O:24][CH3:25], predict the reaction product. The product is: [CH3:23][O:24][C:25]1[O:1][C:2]([CH3:22])([CH3:21])[CH:3]([C:8]2[CH:13]=[CH:12][C:11]([CH2:14][N:15]3[CH2:16][CH2:17][O:18][CH2:19][CH2:20]3)=[CH:10][CH:9]=2)[S:4](=[O:5])(=[O:6])[N:7]=1. (6) The product is: [F:9][C:6]1[C:5]([C:10]2[CH:15]=[CH:14][CH:13]=[CH:12][CH:11]=2)=[C:4]([CH3:16])[C:3]([C:17]#[N:18])=[C:2]2[C:7]=1[O:8][C:24]([C:20]1[O:19][CH:23]=[CH:22][CH:21]=1)=[N:1]2. Given the reactants [NH2:1][C:2]1[C:7]([OH:8])=[C:6]([F:9])[C:5]([C:10]2[CH:15]=[CH:14][CH:13]=[CH:12][CH:11]=2)=[C:4]([CH3:16])[C:3]=1[C:17]#[N:18].[O:19]1[CH:23]=[CH:22][CH:21]=[C:20]1[C:24](Cl)=O.C1(C)C=CC(S([O-])(=O)=O)=CC=1.[NH+]1C=CC=CC=1.C(=O)([O-])O.[Na+], predict the reaction product.